Task: Predict the reaction yield, written as a fraction of the theoretical maximum amount of product (1.0 means a 100% yield; for example, 0.34 means a 34% yield).. Dataset: Reaction yield outcomes from USPTO patents with 853,638 reactions (1) The reactants are [Cl:1][C:2]1[CH:7]=[C:6]([CH3:8])[C:5]([N+:9]([O-:11])=[O:10])=[CH:4][C:3]=1[N+:12]([O-:14])=[O:13].C[C:16]([N:18]([CH3:20])[CH3:19])=O.O. The catalyst is CN(C=O)C. The product is [Cl:1][C:2]1[C:3]([N+:12]([O-:14])=[O:13])=[CH:4][C:5]([N+:9]([O-:11])=[O:10])=[C:6](/[CH:8]=[CH:16]/[N:18]([CH3:20])[CH3:19])[CH:7]=1. The yield is 0.720. (2) The reactants are [N:1]1([C:7]2[CH:8]=[C:9]([N+]([O-])=O)[C:10]([C:13]#[N:14])=[N:11][CH:12]=2)[CH2:6][CH2:5][O:4][CH2:3][CH2:2]1.[CH3:18][O-:19].[Na+]. The catalyst is CO. The product is [CH3:18][O:19][C:9]1[C:10]([C:13]#[N:14])=[N:11][CH:12]=[C:7]([N:1]2[CH2:6][CH2:5][O:4][CH2:3][CH2:2]2)[CH:8]=1. The yield is 0.830. (3) The reactants are [Na+].[I-].[C:3]([O:7][C:8](=[O:38])[N:9]([CH3:37])[C@H:10]([C:12](=[O:36])[NH:13][C@@H:14]1[C:20](=[O:21])[NH:19][C:18]2[CH:22]=[C:23]([O:26][CH2:27][CH2:28][CH2:29][C:30]3[CH:35]=[CH:34][CH:33]=[CH:32][CH:31]=3)[CH:24]=[CH:25][C:17]=2[CH2:16][CH2:15]1)[CH3:11])([CH3:6])([CH3:5])[CH3:4].[CH2:39](Br)[C:40]1[CH:45]=[CH:44][CH:43]=[CH:42][CH:41]=1. No catalyst specified. The product is [C:3]([O:7][C:8](=[O:38])[N:9]([C@H:10]([C:12](=[O:36])[NH:13][C@@H:14]1[C:20](=[O:21])[N:19]([CH2:39][C:40]2[CH:45]=[CH:44][CH:43]=[CH:42][CH:41]=2)[C:18]2[CH:22]=[C:23]([O:26][CH2:27][CH2:28][CH2:29][C:30]3[CH:31]=[CH:32][CH:33]=[CH:34][CH:35]=3)[CH:24]=[CH:25][C:17]=2[CH2:16][CH2:15]1)[CH3:11])[CH3:37])([CH3:6])([CH3:4])[CH3:5]. The yield is 0.640. (4) The reactants are [CH3:1][O:2][CH:3]=[CH:4][C:5]1[N:10]=[C:9]2[CH2:11][O:12][C:13](=[O:14])[C:8]2=[CH:7][CH:6]=1.[CH3:15][OH:16]. The catalyst is S(=O)(=O)(O)O. The product is [CH3:1][O:2][CH:3]([O:16][CH3:15])[CH2:4][C:5]1[N:10]=[C:9]2[CH2:11][O:12][C:13](=[O:14])[C:8]2=[CH:7][CH:6]=1. The yield is 0.830. (5) The reactants are [CH2:1]([N:3]1[CH2:8][CH2:7][N:6]([CH2:9][C:10]2[CH:19]=[CH:18][C:13]([C:14]([O:16]C)=O)=[CH:12][C:11]=2[CH3:20])[CH2:5][CH2:4]1)[CH3:2].[NH2:21][C@H:22]1[C@H:27]2[C@@H:23]1[O:24][C:25]1[CH:31]=[CH:30][C:29]([O:32][C:33]3[CH:42]=[CH:41][N:40]=[C:39]4[C:34]=3[CH2:35][CH2:36][C:37](=[O:43])[NH:38]4)=[CH:28][C:26]=12.CN(C(ON1N=NC2C=CC=NC1=2)=[N+](C)C)C.F[P-](F)(F)(F)(F)F.CCN(C(C)C)C(C)C. The catalyst is CN(C=O)C. The product is [CH2:1]([N:3]1[CH2:4][CH2:5][N:6]([CH2:9][C:10]2[CH:19]=[CH:18][C:13]([C:14]([NH:21][C@H:22]3[C@H:27]4[C@@H:23]3[O:24][C:25]3[CH:31]=[CH:30][C:29]([O:32][C:33]5[C:34]6[CH2:35][CH2:36][C:37](=[O:43])[NH:38][C:39]=6[N:40]=[CH:41][CH:42]=5)=[CH:28][C:26]=34)=[O:16])=[CH:12][C:11]=2[CH3:20])[CH2:7][CH2:8]1)[CH3:2]. The yield is 0.273.